Task: Predict which catalyst facilitates the given reaction.. Dataset: Catalyst prediction with 721,799 reactions and 888 catalyst types from USPTO (1) Reactant: [Cl:1][C:2]1[CH:7]=[C:6](Cl)[N:5]=[CH:4][N:3]=1.C(=O)([O-])[O-].[K+].[K+].[F:15][C:16]([F:27])([F:26])[C:17]1[CH:22]=[CH:21][C:20](B(O)O)=[CH:19][CH:18]=1.[Cl-].[NH4+]. Product: [Cl:1][C:2]1[CH:7]=[C:6]([C:20]2[CH:21]=[CH:22][C:17]([C:16]([F:27])([F:26])[F:15])=[CH:18][CH:19]=2)[N:5]=[CH:4][N:3]=1. The catalyst class is: 203. (2) Reactant: [O:1]=[C:2]1[N:6]([C:7]2[CH:12]=[CH:11][CH:10]=[CH:9][CH:8]=2)[N:5]2[CH2:13][CH2:14][CH2:15][C:4]2=[C:3]1[C:16]([O:18]CC)=[O:17].[OH-].[Na+]. Product: [O:1]=[C:2]1[N:6]([C:7]2[CH:12]=[CH:11][CH:10]=[CH:9][CH:8]=2)[N:5]2[CH2:13][CH2:14][CH2:15][C:4]2=[C:3]1[C:16]([OH:18])=[O:17]. The catalyst class is: 14. (3) The catalyst class is: 9. Reactant: [Cl:1][C:2]1[C:3]2[C:10]([CH3:11])=[CH:9][NH:8][C:4]=2[N:5]=[CH:6][N:7]=1.[H-].[Na+].[C:14]1([S:20](Cl)(=[O:22])=[O:21])[CH:19]=[CH:18][CH:17]=[CH:16][CH:15]=1. Product: [Cl:1][C:2]1[C:3]2[C:10]([CH3:11])=[CH:9][N:8]([S:20]([C:14]3[CH:19]=[CH:18][CH:17]=[CH:16][CH:15]=3)(=[O:22])=[O:21])[C:4]=2[N:5]=[CH:6][N:7]=1. (4) Reactant: [CH3:1][C:2]1[C:6]([C:7]([NH:9][N:10]2[CH2:15][CH2:14][CH2:13][CH2:12][CH2:11]2)=[O:8])=[N:5][N:4]([C:16]2[CH:17]=[CH:18][C:19]([Cl:23])=[CH:20][C:21]=2[Cl:22])[C:3]=1[C:24]1[CH:25]=[CH:26][C:27]([Cl:30])=[CH:28][CH:29]=1.Cl.N. Product: [CH3:1][C:2]1[C:6]([C:7]([NH:9][N:10]2[CH2:11][CH2:12][CH2:13][CH2:14][CH2:15]2)=[O:8])=[N:5][N:4]([C:16]2[CH:17]=[CH:18][C:19]([Cl:23])=[CH:20][C:21]=2[Cl:22])[C:3]=1[C:24]1[CH:25]=[CH:26][C:27]([Cl:30])=[CH:28][CH:29]=1. The catalyst class is: 6.